From a dataset of Experimental lipophilicity measurements (octanol/water distribution) for 4,200 compounds from AstraZeneca. Regression/Classification. Given a drug SMILES string, predict its absorption, distribution, metabolism, or excretion properties. Task type varies by dataset: regression for continuous measurements (e.g., permeability, clearance, half-life) or binary classification for categorical outcomes (e.g., BBB penetration, CYP inhibition). For this dataset (lipophilicity_astrazeneca), we predict Y. (1) The compound is Cn1c(SCc2c(Cl)cccc2Cl)nnc1-c1ccc2nonc2c1. The Y is 3.35 logD. (2) The drug is NC(=O)c1cnc2[nH]c(-c3ccc(OCCN4CCCCC4)cc3)nc2c1NCCCNC(=O)C1CCC1. The Y is 2.48 logD. (3) The Y is 1.10 logD. The drug is CN1CCN(C(=O)OC2c3nccnc3C(=O)N2c2ccc(Cl)cn2)CC1. (4) The compound is Cc1cccc(C[C@H](NC(=O)c2cc(C(C)(C)C)nn2C)C(=O)NCC#N)c1. The Y is 3.10 logD. (5) The molecule is O=c1c(-c2ccc(F)cc2)coc2cc(O)cc(O)c12. The Y is 3.60 logD. (6) The compound is Cc1nc2ncnn2c(O)c1CCOC(=O)c1ccccc1F. The Y is 0.990 logD.